From a dataset of Reaction yield outcomes from USPTO patents with 853,638 reactions. Predict the reaction yield, written as a fraction of the theoretical maximum amount of product (1.0 means a 100% yield; for example, 0.34 means a 34% yield). (1) The reactants are [Cl:1][C:2]1[CH:10]=[C:9]2[C:5]([C@@:6]3([C@@H:15]([C:16]4[CH:21]=[CH:20][N:19]=[C:18]([Cl:22])[C:17]=4[F:23])[C@H:14]([C:24]([O:26]CC)=[O:25])[NH:13][C:12]43[CH2:33][CH2:32][C:31]([CH3:35])([CH3:34])[CH2:30][CH2:29]4)[C:7](=[O:11])[NH:8]2)=[CH:4][CH:3]=1.[OH-].[Na+].Cl.O. The catalyst is CO.O1CCCC1. The product is [Cl:1][C:2]1[CH:10]=[C:9]2[C:5]([C:6]3([C@@H:15]([C:16]4[CH:21]=[CH:20][N:19]=[C:18]([Cl:22])[C:17]=4[F:23])[C@H:14]([C:24]([OH:26])=[O:25])[NH:13][C:12]43[CH2:33][CH2:32][C:31]([CH3:35])([CH3:34])[CH2:30][CH2:29]4)[C:7](=[O:11])[NH:8]2)=[CH:4][CH:3]=1. The yield is 0.960. (2) The reactants are C(NC(C)C)(C)C.[Li]CCCC.CCCCCC.[C:19]([OH:24])(=[O:23])[CH:20]([CH3:22])[CH3:21].[F:25][C:26]1[CH:33]=[CH:32][CH:31]=[CH:30][C:27]=1[CH:28]=[O:29]. The catalyst is C1COCC1. The product is [F:25][C:26]1[CH:33]=[CH:32][CH:31]=[CH:30][C:27]=1[CH:28]([OH:29])[C:20]([CH3:22])([CH3:21])[C:19]([OH:24])=[O:23]. The yield is 0.609. (3) The reactants are [Cl:1][C:2]1[CH:3]=[C:4]([N:22]([C@H:25]2[CH2:30][CH2:29][C@H:28]([N:31]([CH3:33])[CH3:32])[CH2:27][CH2:26]2)[CH2:23][CH3:24])[C:5]([CH3:21])=[C:6]([CH:20]=1)[C:7]([NH:9][CH2:10][C:11]1[C:12]([CH3:19])=[N:13][N:14]([CH3:18])[C:15]=1[O:16]C)=[O:8].[Na+].[I-].C[Si](Cl)(C)C. The catalyst is C(#N)C. The product is [Cl:1][C:2]1[CH:3]=[C:4]([N:22]([C@H:25]2[CH2:26][CH2:27][C@H:28]([N:31]([CH3:32])[CH3:33])[CH2:29][CH2:30]2)[CH2:23][CH3:24])[C:5]([CH3:21])=[C:6]([CH:20]=1)[C:7]([NH:9][CH2:10][C:11]1[C:15](=[O:16])[N:14]([CH3:18])[NH:13][C:12]=1[CH3:19])=[O:8]. The yield is 0.258. (4) The reactants are NC[C:3]1[CH:19]=[CH:18][C:6]([O:7][C:8]2[CH:17]=[CH:16][C:11]3[B:12]([OH:15])[O:13][CH2:14][C:10]=3[CH:9]=2)=[CH:5][CH:4]=1.[CH3:20][CH2:21][N:22](CC)CC.C(Cl)(=[O:29])C. The catalyst is C(Cl)Cl. The product is [OH:15][B:12]1[C:11]2[CH:16]=[CH:17][C:8]([O:7][C:6]3[CH:5]=[CH:4][C:3]([NH:22][C:21](=[O:29])[CH3:20])=[CH:19][CH:18]=3)=[CH:9][C:10]=2[CH2:14][O:13]1. The yield is 0.943.